Dataset: Peptide-MHC class I binding affinity with 185,985 pairs from IEDB/IMGT. Task: Regression. Given a peptide amino acid sequence and an MHC pseudo amino acid sequence, predict their binding affinity value. This is MHC class I binding data. (1) The peptide sequence is QIFNEDTSY. The MHC is HLA-A31:01 with pseudo-sequence HLA-A31:01. The binding affinity (normalized) is 0. (2) The peptide sequence is HLYLQYIRK. The MHC is HLA-A33:01 with pseudo-sequence HLA-A33:01. The binding affinity (normalized) is 0.183.